This data is from Retrosynthesis with 50K atom-mapped reactions and 10 reaction types from USPTO. The task is: Predict the reactants needed to synthesize the given product. (1) Given the product COCOc1cccc(O)c1C1CC1(C)CO, predict the reactants needed to synthesize it. The reactants are: COCOc1cccc2c1C1CC1(C)C(=O)O2. (2) Given the product CC(C)(C)[Si](C)(C)Oc1ccccc1-c1cc(-c2cccc(N)c2)c(C#N)c(N)n1, predict the reactants needed to synthesize it. The reactants are: CC(C)(C)[Si](C)(C)Oc1ccccc1-c1cc(-c2cccc([N+](=O)[O-])c2)c(C#N)c(N)n1. (3) The reactants are: CCC[S@](=O)c1cc(C(=O)OC)cc(NC(C)CC)n1. Given the product CCC[S@](=O)c1cc(C(=O)O)cc(NC(C)CC)n1, predict the reactants needed to synthesize it.